Dataset: Full USPTO retrosynthesis dataset with 1.9M reactions from patents (1976-2016). Task: Predict the reactants needed to synthesize the given product. (1) Given the product [Br:1][C:2]1[C:8]([F:9])=[CH:7][C:5]2=[N+:6]([O-:13])[O:12][N:10]=[C:4]2[CH:3]=1, predict the reactants needed to synthesize it. The reactants are: [Br:1][C:2]1[C:8]([F:9])=[CH:7][C:5]([NH2:6])=[C:4]([N+:10]([O-:12])=O)[CH:3]=1.[OH-:13].[K+].[O-]Cl.[Na+]. (2) Given the product [O:6]1[CH:5]=[CH:4][CH:3]=[C:2]1[CH2:1][NH:7][S:11]([CH:9]([CH3:10])[CH3:8])(=[O:13])=[O:12], predict the reactants needed to synthesize it. The reactants are: [CH2:1]([NH2:7])[C:2]1[O:6][CH:5]=[CH:4][CH:3]=1.[CH3:8][CH:9]([S:11](Cl)(=[O:13])=[O:12])[CH3:10].